From a dataset of Reaction yield outcomes from USPTO patents with 853,638 reactions. Predict the reaction yield, written as a fraction of the theoretical maximum amount of product (1.0 means a 100% yield; for example, 0.34 means a 34% yield). (1) The reactants are [NH2:1][C:2]1[N:3]=[C:4]([NH2:22])[C:5]2[C:10]([CH2:11][CH2:12][CH2:13][C:14]3[CH:15]=[C:16]([C:19]([OH:21])=O)[S:17][CH:18]=3)=[CH:9][O:8][C:6]=2[N:7]=1.CN1CCOCC1.ClC1N=C(OC)N=C(OC)N=1.Cl.[CH2:42]([O:44][C:45](=[O:55])[C@H:46]([CH2:48][CH2:49][C:50]([O:52][CH2:53][CH3:54])=[O:51])[NH2:47])[CH3:43]. The catalyst is CN(C=O)C. The product is [CH2:42]([O:44][C:45](=[O:55])[C@@H:46]([NH:47][C:19]([C:16]1[S:17][CH:18]=[C:14]([CH2:13][CH2:12][CH2:11][C:10]2[C:5]3[C:4]([NH2:22])=[N:3][C:2]([NH2:1])=[N:7][C:6]=3[O:8][CH:9]=2)[CH:15]=1)=[O:21])[CH2:48][CH2:49][C:50]([O:52][CH2:53][CH3:54])=[O:51])[CH3:43]. The yield is 0.800. (2) The reactants are [Cl-].[Al+3].[Cl-].[Cl-].C(S)CCCCCCCCCCC.[CH3:18][O:19][C:20](=[O:31])[C:21]1[CH:26]=[C:25]([Cl:27])[C:24]([O:28]C)=[CH:23][C:22]=1[OH:30]. The catalyst is C1(C)C=CC=CC=1. The product is [CH3:18][O:19][C:20](=[O:31])[C:21]1[CH:26]=[C:25]([Cl:27])[C:24]([OH:28])=[CH:23][C:22]=1[OH:30]. The yield is 0.873. (3) The product is [CH:1]([C:4]1[C:5]([CH2:11][OH:13])=[N:6][CH:7]=[CH:8][CH:9]=1)([CH3:3])[CH3:2]. The catalyst is C(Cl)Cl. The yield is 0.990. The reactants are [CH:1]([C:4]1[C:5]([CH3:11])=[N+:6]([O-])[CH:7]=[CH:8][CH:9]=1)([CH3:3])[CH3:2].C(OC(C(F)(F)F)=O)(C(F)(F)F)=[O:13]. (4) The reactants are [Br:1][CH2:2][CH2:3][CH2:4][CH2:5][CH2:6][CH2:7][OH:8].N1C=CN=C1.[Si:14](Cl)([C:17]([CH3:20])([CH3:19])[CH3:18])([CH3:16])[CH3:15].C(OCC)(=O)C.CCCCCC. The catalyst is O1CCCC1. The product is [Br:1][CH2:2][CH2:3][CH2:4][CH2:5][CH2:6][CH2:7][O:8][Si:14]([C:17]([CH3:20])([CH3:19])[CH3:18])([CH3:16])[CH3:15]. The yield is 0.924.